Predict the reactants needed to synthesize the given product. From a dataset of Full USPTO retrosynthesis dataset with 1.9M reactions from patents (1976-2016). (1) The reactants are: [CH2:1]([O:5][C:6]1[N:14]=[C:13]2[C:9]([N:10]=[C:11]([O:21][CH3:22])[N:12]2[CH2:15][CH2:16][CH2:17][CH2:18][CH2:19]Cl)=[C:8]([NH2:23])[N:7]=1)[CH2:2][CH2:3][CH3:4].[NH:24]1[CH2:27][CH2:26][CH2:25]1.C(N(CC)C(C)C)(C)C. Given the product [N:24]1([CH2:19][CH2:18][CH2:17][CH2:16][CH2:15][N:12]2[C:11]([O:21][CH3:22])=[N:10][C:9]3[C:13]2=[N:14][C:6]([O:5][CH2:1][CH2:2][CH2:3][CH3:4])=[N:7][C:8]=3[NH2:23])[CH2:27][CH2:26][CH2:25]1, predict the reactants needed to synthesize it. (2) Given the product [OH2:2].[CH3:1][O:2][C:3]1[CH:4]=[C:5]([C:11]2[N:16]=[C:15]([C:17]([N:19]3[CH2:20][CH2:21][N:22]([C:25]4[CH:26]=[CH:27][C:28]([C:29]([NH:31][CH2:32][C:33]([OH:35])=[O:34])=[O:30])=[CH:38][CH:39]=4)[CH2:23][CH2:24]3)=[O:18])[CH:14]=[CH:13][CH:12]=2)[CH:6]=[CH:7][C:8]=1[O:9][CH3:10], predict the reactants needed to synthesize it. The reactants are: [CH3:1][O:2][C:3]1[CH:4]=[C:5]([C:11]2[N:16]=[C:15]([C:17]([N:19]3[CH2:24][CH2:23][N:22]([C:25]4[CH:39]=[CH:38][C:28]([C:29]([NH:31][CH2:32][C:33]([O:35]CC)=[O:34])=[O:30])=[CH:27][CH:26]=4)[CH2:21][CH2:20]3)=[O:18])[CH:14]=[CH:13][CH:12]=2)[CH:6]=[CH:7][C:8]=1[O:9][CH3:10].Cl.